Predict the product of the given reaction. From a dataset of Forward reaction prediction with 1.9M reactions from USPTO patents (1976-2016). Given the reactants [H-].[Na+].[O:3]=[C:4]([CH2:11][CH2:12][CH3:13])[CH2:5][C:6]([O:8][CH2:9][CH3:10])=[O:7].Br[CH2:15][C:16]1[CH:21]=[CH:20][C:19]([C:22]2[C:23]([C:28]#[N:29])=[CH:24][CH:25]=[CH:26][CH:27]=2)=[CH:18][CH:17]=1.[Cl-].[NH4+], predict the reaction product. The product is: [C:28]([C:23]1[CH:24]=[CH:25][CH:26]=[CH:27][C:22]=1[C:19]1[CH:18]=[CH:17][C:16]([CH2:15][CH:5]([C:4](=[O:3])[CH2:11][CH2:12][CH3:13])[C:6]([O:8][CH2:9][CH3:10])=[O:7])=[CH:21][CH:20]=1)#[N:29].